This data is from Peptide-MHC class II binding affinity with 134,281 pairs from IEDB. The task is: Regression. Given a peptide amino acid sequence and an MHC pseudo amino acid sequence, predict their binding affinity value. This is MHC class II binding data. (1) The peptide sequence is YWKFLANVSTVLTGK. The MHC is DRB1_0701 with pseudo-sequence DRB1_0701. The binding affinity (normalized) is 0.788. (2) The peptide sequence is KKWRDVPYLTKRQDK. The MHC is HLA-DQA10501-DQB10402 with pseudo-sequence HLA-DQA10501-DQB10402. The binding affinity (normalized) is 0.292. (3) The peptide sequence is RMAEAEMVIHHQHVQ. The MHC is DRB1_0801 with pseudo-sequence DRB1_0801. The binding affinity (normalized) is 0.446. (4) The peptide sequence is ASKILGLPTQTVDSS. The MHC is DRB1_0701 with pseudo-sequence DRB1_0701. The binding affinity (normalized) is 0.222. (5) The peptide sequence is HTLMSIVSSLHLSIR. The MHC is DRB1_0901 with pseudo-sequence DRB1_0901. The binding affinity (normalized) is 0.107. (6) The peptide sequence is SDYVYQPFPKTVWEQ. The MHC is HLA-DQA10102-DQB10602 with pseudo-sequence HLA-DQA10102-DQB10602. The binding affinity (normalized) is 0.151. (7) The peptide sequence is KYKANWIEIMRIKKL. The MHC is HLA-DPA10201-DPB11401 with pseudo-sequence HLA-DPA10201-DPB11401. The binding affinity (normalized) is 0.806. (8) The peptide sequence is EKKYFCATQFEPLAA. The MHC is HLA-DPA10201-DPB11401 with pseudo-sequence HLA-DPA10201-DPB11401. The binding affinity (normalized) is 0.712. (9) The peptide sequence is TSFIRNCARKVFNDI. The MHC is DRB1_1101 with pseudo-sequence DRB1_1101. The binding affinity (normalized) is 0.846. (10) The peptide sequence is RMFLAMITYITRNQP. The MHC is DRB1_1501 with pseudo-sequence DRB1_1501. The binding affinity (normalized) is 0.271.